From a dataset of Forward reaction prediction with 1.9M reactions from USPTO patents (1976-2016). Predict the product of the given reaction. (1) Given the reactants Cl[C:2]1[CH:3]=[CH:4][C:5]2[O:14][CH2:13][CH2:12][C:11]3[CH:10]=[C:9]([C:15]4[N:16]([C:20]5[CH:25]=[CH:24][C:23]([F:26])=[CH:22][C:21]=5[F:27])[N:17]=[CH:18][N:19]=4)[S:8][C:7]=3[C:6]=2[N:28]=1.[N:29]1([C:35]([O:37][C:38]([CH3:41])([CH3:40])[CH3:39])=[O:36])[CH2:34][CH2:33][NH:32][CH2:31][CH2:30]1, predict the reaction product. The product is: [C:38]([O:37][C:35]([N:29]1[CH2:34][CH2:33][N:32]([C:2]2[CH:3]=[CH:4][C:5]3[O:14][CH2:13][CH2:12][C:11]4[CH:10]=[C:9]([C:15]5[N:16]([C:20]6[CH:25]=[CH:24][C:23]([F:26])=[CH:22][C:21]=6[F:27])[N:17]=[CH:18][N:19]=5)[S:8][C:7]=4[C:6]=3[N:28]=2)[CH2:31][CH2:30]1)=[O:36])([CH3:41])([CH3:39])[CH3:40]. (2) Given the reactants [OH-].[Na+].C[O:4][C:5]([C@@H:7]1[C@@H:13]([C:14]2[CH:15]=[N:16][C:17]([O:20][CH2:21][CH2:22][O:23][C:24]3[C:29]([Cl:30])=[CH:28][C:27]([CH3:31])=[CH:26][C:25]=3[Cl:32])=[CH:18][CH:19]=2)[CH2:12][C@H:11]2[N:33]([C:34]([O:36][C:37]([CH3:40])([CH3:39])[CH3:38])=[O:35])[C@@H:8]1[CH2:9][CH2:10]2)=[O:6], predict the reaction product. The product is: [C:37]([O:36][C:34]([N:33]1[C@H:11]2[CH2:10][CH2:9][C@@H:8]1[C@H:7]([C:5]([OH:6])=[O:4])[C@@H:13]([C:14]1[CH:15]=[N:16][C:17]([O:20][CH2:21][CH2:22][O:23][C:24]3[C:29]([Cl:30])=[CH:28][C:27]([CH3:31])=[CH:26][C:25]=3[Cl:32])=[CH:18][CH:19]=1)[CH2:12]2)=[O:35])([CH3:40])([CH3:38])[CH3:39]. (3) Given the reactants Cl[C:2]1[CH:11]=[CH:10][C:9]2[C:4](=[CH:5][CH:6]=[C:7]([O:16][C@H:17]3[CH2:22][CH2:21][C@@H:20]([CH2:23][CH3:24])[CH2:19][CH2:18]3)[C:8]=2[C:12]([F:15])([F:14])[F:13])[N:3]=1.[NH2:25][CH:26]1[CH:31]2[CH2:32][CH2:33][CH2:34][CH:27]1[CH2:28][CH:29]([C:35]([O:37][CH3:38])=[O:36])[CH2:30]2.C([O-])([O-])=O.[Cs+].[Cs+].COC1C=CC=C(OC)C=1C1C=CC=CC=1P(C1CCCCC1)C1CCCCC1, predict the reaction product. The product is: [CH2:23]([C@@H:20]1[CH2:21][CH2:22][C@H:17]([O:16][C:7]2[C:8]([C:12]([F:15])([F:14])[F:13])=[C:9]3[C:4](=[CH:5][CH:6]=2)[N:3]=[C:2]([NH:25][CH:26]2[CH:31]4[CH2:32][CH2:33][CH2:34][CH:27]2[CH2:28][CH:29]([C:35]([O:37][CH3:38])=[O:36])[CH2:30]4)[CH:11]=[CH:10]3)[CH2:18][CH2:19]1)[CH3:24]. (4) Given the reactants [CH2:1]([O:3][CH2:4][C:5]1[CH:6]=[CH:7][C:8]([NH2:12])=[N:9][C:10]=1[CH3:11])[CH3:2].[F:13][C:14]([F:30])([F:29])[C:15]1[CH:16]=[C:17]([S:25](Cl)(=[O:27])=[O:26])[CH:18]=[C:19]([C:21]([F:24])([F:23])[F:22])[CH:20]=1, predict the reaction product. The product is: [CH2:1]([O:3][CH2:4][C:5]1[CH:6]=[CH:7][C:8]([NH:12][S:25]([C:17]2[CH:18]=[C:19]([C:21]([F:22])([F:23])[F:24])[CH:20]=[C:15]([C:14]([F:13])([F:29])[F:30])[CH:16]=2)(=[O:27])=[O:26])=[N:9][C:10]=1[CH3:11])[CH3:2]. (5) Given the reactants [F:1][C:2]1[CH:29]=[CH:28][C:5]([C:6]([NH:8][C:9]2[C:10]([CH3:27])=[C:11]([CH3:26])[C:12]3[O:16][C:15]([CH3:17])=[C:14]([C:18]4[CH:23]=[CH:22][CH:21]=[CH:20][CH:19]=4)[C:13]=3[C:24]=2[CH3:25])=O)=[CH:4][CH:3]=1, predict the reaction product. The product is: [F:1][C:2]1[CH:3]=[CH:4][C:5]([CH2:6][NH:8][C:9]2[C:10]([CH3:27])=[C:11]([CH3:26])[C:12]3[O:16][C:15]([CH3:17])=[C:14]([C:18]4[CH:23]=[CH:22][CH:21]=[CH:20][CH:19]=4)[C:13]=3[C:24]=2[CH3:25])=[CH:28][CH:29]=1. (6) Given the reactants N1C=CN=C1.[CH3:6][C:7]([Si:10](Cl)([CH3:12])[CH3:11])([CH3:9])[CH3:8].[Cl:14][C:15]1[CH:16]=[C:17]([NH:23][C@H:24]([C@@H:41]([OH:43])[CH3:42])[C:25]([NH:27][NH:28][C:29](=[O:40])[C:30]2[CH:35]=[CH:34][C:33]([S:36]([CH3:39])(=[O:38])=[O:37])=[CH:32][CH:31]=2)=[O:26])[CH:18]=[CH:19][C:20]=1[C:21]#[N:22].O, predict the reaction product. The product is: [Si:10]([O:43][C@@H:41]([CH3:42])[C@@H:24]([NH:23][C:17]1[CH:18]=[CH:19][C:20]([C:21]#[N:22])=[C:15]([Cl:14])[CH:16]=1)[C:25]([NH:27][NH:28][C:29](=[O:40])[C:30]1[CH:35]=[CH:34][C:33]([S:36]([CH3:39])(=[O:38])=[O:37])=[CH:32][CH:31]=1)=[O:26])([C:7]([CH3:9])([CH3:8])[CH3:6])([CH3:12])[CH3:11]. (7) Given the reactants Br[C:2]1[CH:11]=[CH:10][C:9]2[N:8]=[CH:7][C:6]3[N:12]([CH3:23])[C:13](=[O:22])[N:14]([C:15]4[C:16]([CH3:21])=[N:17][N:18]([CH3:20])[CH:19]=4)[C:5]=3[C:4]=2[CH:3]=1.[CH:24]([O:27][C:28]1[CH:33]=[C:32](B2OC(C)(C)C(C)(C)O2)[CH:31]=[CH:30][N:29]=1)([CH3:26])[CH3:25], predict the reaction product. The product is: [CH3:20][N:18]1[CH:19]=[C:15]([N:14]2[C:5]3[C:4]4[CH:3]=[C:2]([C:32]5[CH:31]=[CH:30][N:29]=[C:28]([O:27][CH:24]([CH3:26])[CH3:25])[CH:33]=5)[CH:11]=[CH:10][C:9]=4[N:8]=[CH:7][C:6]=3[N:12]([CH3:23])[C:13]2=[O:22])[C:16]([CH3:21])=[N:17]1. (8) Given the reactants C(OC([N:8]1[CH2:13][CH2:12][N:11]([C:14](=[O:39])[C:15]2[CH:20]=[CH:19][C:18]([NH:21][C:22]3[N:27]=[CH:26][C:25]([NH:28][C:29](=[O:38])[C:30]4[C:35]([CH3:36])=[CH:34][CH:33]=[CH:32][C:31]=4[CH3:37])=[CH:24][N:23]=3)=[CH:17][CH:16]=2)[CH2:10][CH2:9]1)=O)(C)(C)C, predict the reaction product. The product is: [CH3:37][C:31]1[CH:32]=[CH:33][CH:34]=[C:35]([CH3:36])[C:30]=1[C:29]([NH:28][C:25]1[CH:24]=[N:23][C:22]([NH:21][C:18]2[CH:17]=[CH:16][C:15]([C:14]([N:11]3[CH2:10][CH2:9][NH:8][CH2:13][CH2:12]3)=[O:39])=[CH:20][CH:19]=2)=[N:27][CH:26]=1)=[O:38]. (9) Given the reactants C(NC1C=CC(C2C=C3C(CN([C@@H](C(C)C)C(OC)=O)C3=O)=CC=2)=CC=1)(=O)C1C=CC=CC=1.[NH2:34][C:35]1[CH:40]=[CH:39][C:38]([C:41]2[CH:49]=[C:48]3[C:44]([CH2:45][N:46]([CH:51]4[CH2:56][CH2:55][CH2:54][CH:53]([C:57]([O:59][CH3:60])=[O:58])[CH2:52]4)[C:47]3=[O:50])=[CH:43][CH:42]=2)=[CH:37][CH:36]=1.[Cl:61][C:62]1[CH:70]=[CH:69][C:65]([C:66](Cl)=[O:67])=[CH:64][CH:63]=1, predict the reaction product. The product is: [Cl:61][C:62]1[CH:70]=[CH:69][C:65]([C:66]([NH:34][C:35]2[CH:36]=[CH:37][C:38]([C:41]3[CH:49]=[C:48]4[C:44]([CH2:45][N:46]([CH:51]5[CH2:56][CH2:55][CH2:54][CH:53]([C:57]([O:59][CH3:60])=[O:58])[CH2:52]5)[C:47]4=[O:50])=[CH:43][CH:42]=3)=[CH:39][CH:40]=2)=[O:67])=[CH:64][CH:63]=1. (10) Given the reactants [CH3:1][C:2]1[N:6]=[C:5]([CH2:7][CH:8]2[CH2:13][CH2:12][CH:11]([C:14]3[S:15][C:16]([C:19]4[CH:25]=[CH:24][C:22]([NH2:23])=[CH:21][CH:20]=4)=[CH:17][N:18]=3)[CH2:10][CH2:9]2)[O:4][N:3]=1.[F:26][C:27]1[CH:32]=[C:31]([F:33])[C:30]([F:34])=[CH:29][C:28]=1[N:35]=[C:36]=[O:37], predict the reaction product. The product is: [CH3:1][C:2]1[N:6]=[C:5]([CH2:7][CH:8]2[CH2:13][CH2:12][CH:11]([C:14]3[S:15][C:16]([C:19]4[CH:20]=[CH:21][C:22]([NH:23][C:36]([NH:35][C:28]5[CH:29]=[C:30]([F:34])[C:31]([F:33])=[CH:32][C:27]=5[F:26])=[O:37])=[CH:24][CH:25]=4)=[CH:17][N:18]=3)[CH2:10][CH2:9]2)[O:4][N:3]=1.